From a dataset of Catalyst prediction with 721,799 reactions and 888 catalyst types from USPTO. Predict which catalyst facilitates the given reaction. Reactant: [OH:1][C:2]1[CH:11]=[CH:10][C:5]2[C:6](=[O:9])[CH2:7][O:8][C:4]=2[C:3]=1[CH2:12][N:13]1[CH2:18][CH2:17][N:16]([C:19]([O:21][C:22]([CH3:25])([CH3:24])[CH3:23])=[O:20])[CH2:15][CH2:14]1.[Cl:26][C:27]1[CH:32]=[C:31]([Cl:33])[CH:30]=[CH:29][C:28]=1[S:34]([N:37]1[C:45]2[C:40](=[CH:41][CH:42]=[CH:43][CH:44]=2)[C:39]([CH:46]=O)=[CH:38]1)(=[O:36])=[O:35].N1CCCCC1. Product: [Cl:26][C:27]1[CH:32]=[C:31]([Cl:33])[CH:30]=[CH:29][C:28]=1[S:34]([N:37]1[C:45]2[C:40](=[CH:41][CH:42]=[CH:43][CH:44]=2)[C:39](/[CH:46]=[C:7]2\[O:8][C:4]3[C:3]([CH2:12][N:13]4[CH2:14][CH2:15][N:16]([C:19]([O:21][C:22]([CH3:25])([CH3:24])[CH3:23])=[O:20])[CH2:17][CH2:18]4)=[C:2]([OH:1])[CH:11]=[CH:10][C:5]=3[C:6]\2=[O:9])=[CH:38]1)(=[O:36])=[O:35]. The catalyst class is: 5.